Regression/Classification. Given a drug SMILES string, predict its absorption, distribution, metabolism, or excretion properties. Task type varies by dataset: regression for continuous measurements (e.g., permeability, clearance, half-life) or binary classification for categorical outcomes (e.g., BBB penetration, CYP inhibition). Dataset: cyp2c9_veith. From a dataset of CYP2C9 inhibition data for predicting drug metabolism from PubChem BioAssay. (1) The compound is Cn1c(=O)c(C(=O)CN2CCOCC2)c(N)n(Cc2ccccc2)c1=O. The result is 0 (non-inhibitor). (2) The result is 0 (non-inhibitor). The drug is CS(=O)(=O)N1CCC[C@@]2(CCN(c3ccccn3)C2)C1. (3) The compound is O=C(O)c1c(-c2nccc3ccccc23)[nH]c(-c2ccccc2)c1S(=O)(=O)O. The result is 0 (non-inhibitor).